Dataset: Peptide-MHC class I binding affinity with 185,985 pairs from IEDB/IMGT. Task: Regression. Given a peptide amino acid sequence and an MHC pseudo amino acid sequence, predict their binding affinity value. This is MHC class I binding data. (1) The peptide sequence is VTFWGFWLF. The MHC is HLA-A26:01 with pseudo-sequence HLA-A26:01. The binding affinity (normalized) is 0.0847. (2) The peptide sequence is MWLSYFVASF. The MHC is Patr-A0701 with pseudo-sequence Patr-A0701. The binding affinity (normalized) is 0.409. (3) The peptide sequence is LPPVVAKEI. The MHC is HLA-B35:01 with pseudo-sequence HLA-B35:01. The binding affinity (normalized) is 0.124. (4) The peptide sequence is IVAQGIAAL. The MHC is HLA-B35:01 with pseudo-sequence HLA-B35:01. The binding affinity (normalized) is 0.443. (5) The peptide sequence is NSDDYTADE. The MHC is HLA-A30:01 with pseudo-sequence HLA-A30:01. The binding affinity (normalized) is 0.0847.